Predict the product of the given reaction. From a dataset of Forward reaction prediction with 1.9M reactions from USPTO patents (1976-2016). (1) The product is: [NH:9]1[C:10]2[C:15](=[CH:14][CH:13]=[CH:12][CH:11]=2)[CH:16]=[C:8]1[C:6]1[CH:5]=[CH:4][N:3]=[C:2]([C:34]2[C:35]([N:37]([CH3:42])[S:38]([CH3:41])(=[O:40])=[O:39])=[CH:36][C:26]3[O:25][C:24]([C:21]4[CH:22]=[CH:23][C:18]([F:17])=[CH:19][CH:20]=4)=[C:28]([C:29]([NH:31][CH3:32])=[O:30])[C:27]=3[CH:33]=2)[CH:7]=1. Given the reactants Cl[C:2]1[CH:7]=[C:6]([C:8]2[NH:9][C:10]3[C:15]([CH:16]=2)=[CH:14][CH:13]=[CH:12][CH:11]=3)[CH:5]=[CH:4][N:3]=1.[F:17][C:18]1[CH:23]=[CH:22][C:21]([C:24]2[O:25][C:26]3[CH:36]=[C:35]([N:37]([CH3:42])[S:38]([CH3:41])(=[O:40])=[O:39])[C:34](B4OC(C)(C)C(C)(C)O4)=[CH:33][C:27]=3[C:28]=2[C:29]([NH:31][CH3:32])=[O:30])=[CH:20][CH:19]=1.CC(C1C=C(C(C)C)C(C2C=CC=CC=2P(C2CCCCC2)C2CCCCC2)=C(C(C)C)C=1)C, predict the reaction product. (2) The product is: [F:36][C:37]([F:42])([F:41])[C:38]([OH:40])=[O:39].[Cl:19][C:15]1[C:14]([F:20])=[C:13]([CH:12]2[C:11]([C:23]3[CH:28]=[CH:27][C:26]([Cl:29])=[CH:25][C:24]=3[F:30])([C:21]#[N:22])[CH:10]([CH2:31][C:32]([CH3:34])([CH3:35])[CH3:33])[NH:9][CH:8]2[C:6]([OH:7])=[O:5])[CH:18]=[CH:17][CH:16]=1. Given the reactants C([O:5][C:6]([CH:8]1[CH:12]([C:13]2[CH:18]=[CH:17][CH:16]=[C:15]([Cl:19])[C:14]=2[F:20])[C:11]([C:23]2[CH:28]=[CH:27][C:26]([Cl:29])=[CH:25][C:24]=2[F:30])([C:21]#[N:22])[CH:10]([CH2:31][C:32]([CH3:35])([CH3:34])[CH3:33])[NH:9]1)=[O:7])(C)(C)C.[F:36][C:37]([F:42])([F:41])[C:38]([OH:40])=[O:39], predict the reaction product.